This data is from Full USPTO retrosynthesis dataset with 1.9M reactions from patents (1976-2016). The task is: Predict the reactants needed to synthesize the given product. (1) Given the product [C:1]1([C:7]2([CH3:18])[C:12](=[O:13])[N:11]([CH2:14][CH3:15])[C:10](=[O:16])[N:9]([CH2:21][C:22](=[O:23])[C:24]3[CH:25]=[N:26][CH:27]=[CH:28][CH:29]=3)[C:8]2=[O:17])[CH2:6][CH2:5][CH2:4][CH2:3][CH:2]=1, predict the reactants needed to synthesize it. The reactants are: [C:1]1([C:7]2([CH3:18])[C:12](=[O:13])[N:11]([CH2:14][CH3:15])[C:10](=[O:16])[NH:9][C:8]2=[O:17])[CH2:6][CH2:5][CH2:4][CH2:3][CH:2]=1.Br.Br[CH2:21][C:22]([C:24]1[CH:25]=[N:26][CH:27]=[CH:28][CH:29]=1)=[O:23]. (2) The reactants are: [CH3:1][O:2][C:3]1[CH:41]=[C:40]([O:42][CH3:43])[CH:39]=[CH:38][C:4]=1[CH2:5][NH:6][C:7]1[N:16]2[N:17]=[C:18]([CH:20]3[CH2:25][CH2:24][CH2:23][N:22](C(OC(C)(C)C)=O)[CH2:21]3)[N:19]=[C:15]2[C:14]2[C:9](=[C:10]3[O:35][C:34]([F:37])([F:36])[O:33][C:11]3=[CH:12][CH:13]=2)[N:8]=1.FC(F)(F)C(O)=O. Given the product [CH3:1][O:2][C:3]1[CH:41]=[C:40]([O:42][CH3:43])[CH:39]=[CH:38][C:4]=1[CH2:5][NH:6][C:7]1[N:16]2[N:17]=[C:18]([CH:20]3[CH2:25][CH2:24][CH2:23][NH:22][CH2:21]3)[N:19]=[C:15]2[C:14]2[C:9](=[C:10]3[O:35][C:34]([F:36])([F:37])[O:33][C:11]3=[CH:12][CH:13]=2)[N:8]=1, predict the reactants needed to synthesize it. (3) Given the product [F:10][C:11]1[CH:29]=[C:28]([S:30]([CH3:33])(=[O:32])=[O:31])[C:27]([F:34])=[CH:26][C:12]=1[O:13][CH:14]1[CH2:18][CH2:17][N:16]([CH:19]2[CH2:24][CH2:23][N:22]([C:2]#[N:1])[CH2:21][CH2:20]2)[C:15]1=[O:25], predict the reactants needed to synthesize it. The reactants are: [N:1]#[C:2]Br.C(=O)([O-])[O-].[K+].[K+].[F:10][C:11]1[CH:29]=[C:28]([S:30]([CH3:33])(=[O:32])=[O:31])[C:27]([F:34])=[CH:26][C:12]=1[O:13][CH:14]1[CH2:18][CH2:17][N:16]([CH:19]2[CH2:24][CH2:23][NH:22][CH2:21][CH2:20]2)[C:15]1=[O:25].[OH-].[Na+]. (4) Given the product [Cl:1][C:2]1[C:3]2[N:4]([C:25]([CH2:26][CH:27]3[CH2:28][CH2:29]3)=[N:24][N:23]=2)[N:5]=[CH:6][C:7]=1[N:8]1[CH2:13][CH2:12][CH:11]([C:14]2[C:19]([O:20][CH3:21])=[CH:18][CH:17]=[CH:16][C:15]=2[F:22])[CH2:10][CH2:9]1, predict the reactants needed to synthesize it. The reactants are: [Cl:1][C:2]1[C:7]([N:8]2[CH2:13][CH2:12][CH:11]([C:14]3[C:19]([O:20][CH3:21])=[CH:18][CH:17]=[CH:16][C:15]=3[F:22])[CH2:10][CH2:9]2)=[CH:6][N:5]=[N:4][C:3]=1[NH:23][NH:24][C:25](=O)[CH2:26][CH:27]1[CH2:29][CH2:28]1.CC[N+](S(N=C(OC)[O-])(=O)=O)(CC)CC.